Dataset: Full USPTO retrosynthesis dataset with 1.9M reactions from patents (1976-2016). Task: Predict the reactants needed to synthesize the given product. (1) Given the product [I:10][C:3]1[C:4]2[C:9](=[CH:8][CH:7]=[CH:6][CH:5]=2)[NH:1][CH:2]=1, predict the reactants needed to synthesize it. The reactants are: [NH:1]1[C:9]2[C:4](=[CH:5][CH:6]=[CH:7][CH:8]=2)[CH:3]=[CH:2]1.[I:10]I.[OH-].[K+]. (2) Given the product [CH2:1]([O:3][C:4](=[O:20])[C@@H:5]([O:18][CH3:19])[CH2:6][C:7]1[CH:12]=[CH:11][C:10]([O:13][CH2:14][CH2:15][CH2:16][O:21][C:22]2[CH:23]=[CH:24][C:25]([N:28]3[CH2:33][CH2:32][NH:31][CH2:30][CH2:29]3)=[CH:26][CH:27]=2)=[CH:9][CH:8]=1)[CH3:2], predict the reactants needed to synthesize it. The reactants are: [CH2:1]([O:3][C:4](=[O:20])[C@@H:5]([O:18][CH3:19])[CH2:6][C:7]1[CH:12]=[CH:11][C:10]([O:13][CH2:14][CH2:15][CH2:16]Br)=[CH:9][CH:8]=1)[CH3:2].[OH:21][C:22]1[CH:27]=[CH:26][C:25]([N:28]2[CH2:33][CH2:32][NH:31][CH2:30][CH2:29]2)=[CH:24][CH:23]=1. (3) Given the product [F:26][C:23]1[CH:24]=[CH:25][C:20]([C:18]2[N:27]=[C:28]([C@@H:30]3[CH2:35][N:34]([C:36]([O:38][C:39]([CH3:42])([CH3:41])[CH3:40])=[O:37])[C@H:33]([CH3:43])[CH2:32][CH2:31]3)[O:16][CH:17]=2)=[N:21][CH:22]=1, predict the reactants needed to synthesize it. The reactants are: [N+](C1C=C([N+]([O-])=O)C=CC=1S([O:16][CH2:17][C:18]([C:20]1[CH:25]=[CH:24][C:23]([F:26])=[CH:22][N:21]=1)=O)(=O)=O)([O-])=O.[NH2:27][C:28]([CH:30]1[CH2:35][N:34]([C:36]([O:38][C:39]([CH3:42])([CH3:41])[CH3:40])=[O:37])[CH:33]([CH3:43])[CH2:32][CH2:31]1)=O. (4) Given the product [C:10]([N:36]1[CH2:37][CH2:38][CH2:39][C@@H:35]1[CH2:34][O:33][C:31]1[CH:30]=[C:29]([O:40][CH3:41])[CH:28]=[C:27]2[C:32]=1[C:23]([NH:22][C:17]1[CH:18]=[CH:19][C:20]([F:21])=[C:15]([Cl:14])[CH:16]=1)=[N:24][CH:25]=[N:26]2)(=[O:12])[CH3:11], predict the reactants needed to synthesize it. The reactants are: C(N(CC)C(C)C)(C)C.[C:10](Cl)(=[O:12])[CH3:11].[Cl:14][C:15]1[CH:16]=[C:17]([NH:22][C:23]2[C:32]3[C:27](=[CH:28][C:29]([O:40][CH3:41])=[CH:30][C:31]=3[O:33][CH2:34][C@H:35]3[CH2:39][CH2:38][CH2:37][NH:36]3)[N:26]=[CH:25][N:24]=2)[CH:18]=[CH:19][C:20]=1[F:21]. (5) Given the product [CH3:1][C:2]1[S:3][C:4]2[CH:10]=[CH:9][C:8]([O:11][C:13]3[N:18]=[N:17][C:16]([C:19]4[CH:20]=[CH:21][CH:22]=[CH:23][CH:24]=4)=[C:15]([C:25]4[CH:26]=[CH:27][C:28]([C:31]([F:32])([F:34])[F:33])=[CH:29][CH:30]=4)[CH:14]=3)=[CH:7][C:5]=2[N:6]=1, predict the reactants needed to synthesize it. The reactants are: [CH3:1][C:2]1[S:3][C:4]2[CH:10]=[CH:9][C:8]([OH:11])=[CH:7][C:5]=2[N:6]=1.Cl[C:13]1[N:18]=[N:17][C:16]([C:19]2[CH:24]=[CH:23][CH:22]=[CH:21][CH:20]=2)=[C:15]([C:25]2[CH:30]=[CH:29][C:28]([C:31]([F:34])([F:33])[F:32])=[CH:27][CH:26]=2)[CH:14]=1.[H-].[Na+]. (6) Given the product [CH:1]([N:4]1[CH2:5][CH2:6][N:7]([C:10]2[CH:15]=[CH:14][C:13]([NH2:16])=[N:12][CH:11]=2)[CH2:8][CH2:9]1)([CH3:3])[CH3:2], predict the reactants needed to synthesize it. The reactants are: [CH:1]([N:4]1[CH2:9][CH2:8][N:7]([C:10]2[CH:11]=[N:12][C:13]([N+:16]([O-])=O)=[CH:14][CH:15]=2)[CH2:6][CH2:5]1)([CH3:3])[CH3:2]. (7) Given the product [Br:3][C:4]1[CH:9]=[CH:8][C:7]([F:10])=[CH:6][C:5]=1[N:11]1[C:15](=[O:16])[N:14]([CH3:18])[CH:13]=[N:12]1, predict the reactants needed to synthesize it. The reactants are: [H-].[Na+].[Br:3][C:4]1[CH:9]=[CH:8][C:7]([F:10])=[CH:6][C:5]=1[N:11]1[C:15](=[O:16])[NH:14][CH:13]=[N:12]1.I[CH3:18].[NH4+].[Cl-]. (8) Given the product [Cl:16][C:17]1[CH:23]=[CH:22][C:21]([F:24])=[CH:20][C:18]=1[NH:19][C:2]1[N:7]2[N:8]=[CH:9][CH:10]=[C:6]2[N:5]=[CH:4][C:3]=1[C:11]([O:13][CH2:14][CH3:15])=[O:12], predict the reactants needed to synthesize it. The reactants are: O[C:2]1[N:7]2[N:8]=[CH:9][CH:10]=[C:6]2[N:5]=[CH:4][C:3]=1[C:11]([O:13][CH2:14][CH3:15])=[O:12].[Cl:16][C:17]1[CH:23]=[CH:22][C:21]([F:24])=[CH:20][C:18]=1[NH2:19].